Dataset: Reaction yield outcomes from USPTO patents with 853,638 reactions. Task: Predict the reaction yield, written as a fraction of the theoretical maximum amount of product (1.0 means a 100% yield; for example, 0.34 means a 34% yield). The reactants are C(NC(C)C)(C)C.[Li]CCCC.[Br:13][C:14]1[CH:19]=[CH:18][C:17]([F:20])=[CH:16][N:15]=1.[Li+].CC([N-]C(C)C)C.[CH2:29]([Si:31]([CH2:35][CH3:36])([CH2:33][CH3:34])Cl)[CH3:30]. The catalyst is C1COCC1. The product is [Br:13][C:14]1[CH:19]=[C:18]([Si:31]([CH2:35][CH3:36])([CH2:33][CH3:34])[CH2:29][CH3:30])[C:17]([F:20])=[CH:16][N:15]=1. The yield is 0.960.